The task is: Predict which catalyst facilitates the given reaction.. This data is from Catalyst prediction with 721,799 reactions and 888 catalyst types from USPTO. (1) Reactant: Cl[CH2:2][C:3]1[CH:22]=[CH:21][C:6]([O:7][CH2:8][C:9]2[N:10]=[C:11]([C:15]3[CH:20]=[CH:19][CH:18]=[CH:17][CH:16]=3)[O:12][C:13]=2[CH3:14])=[CH:5][CH:4]=1.[OH:23][C:24]1[CH:29]=[CH:28][CH:27]=[CH:26][C:25]=1[CH2:30][CH2:31][C:32]([O:34][CH3:35])=[O:33].C(=O)([O-])[O-].[K+].[K+].CN(C)C=O. Product: [CH3:14][C:13]1[O:12][C:11]([C:15]2[CH:20]=[CH:19][CH:18]=[CH:17][CH:16]=2)=[N:10][C:9]=1[CH2:8][O:7][C:6]1[CH:21]=[CH:22][C:3]([CH2:2][O:23][C:24]2[CH:29]=[CH:28][CH:27]=[CH:26][C:25]=2[CH2:30][CH2:31][C:32]([O:34][CH3:35])=[O:33])=[CH:4][CH:5]=1. The catalyst class is: 6. (2) Reactant: [CH3:1][O:2][C:3](=[O:17])[CH:4]([C:8](=[O:16])[C:9]1[CH:14]=[CH:13][C:12]([Br:15])=[CH:11][CH:10]=1)[C:5](=O)[CH3:6].Cl.[NH2:19]O.C([O-])(O)=O.[Na+]. Product: [CH3:1][O:2][C:3]([C:4]1[C:5]([CH3:6])=[N:19][O:16][C:8]=1[C:9]1[CH:14]=[CH:13][C:12]([Br:15])=[CH:11][CH:10]=1)=[O:17]. The catalyst class is: 15.